Dataset: Full USPTO retrosynthesis dataset with 1.9M reactions from patents (1976-2016). Task: Predict the reactants needed to synthesize the given product. Given the product [N:24]([CH2:27][CH2:28][C:7]([C:2]1[CH:3]=[CH:4][CH:5]=[CH:6][N:1]=1)=[O:9])=[N+:25]=[N-:26], predict the reactants needed to synthesize it. The reactants are: [N:1]1[CH:6]=[CH:5][CH:4]=[CH:3][C:2]=1[C:7]([OH:9])=O.C(N(CC)CC)C.ClC(OCC)=O.Cl.[N:24]([CH2:27][CH2:28]N)=[N+:25]=[N-:26].